From a dataset of Forward reaction prediction with 1.9M reactions from USPTO patents (1976-2016). Predict the product of the given reaction. (1) Given the reactants [Br:1][C:2]1[CH:7]=[CH:6][C:5]([C:8]2[C:12]3[CH:13]=[CH:14][C:15]([O:17][CH2:18][CH2:19][CH2:20]Br)=[CH:16][C:11]=3[S:10][N:9]=2)=[CH:4][CH:3]=1.[NH:22]1[CH2:25][CH2:24][CH2:23]1, predict the reaction product. The product is: [N:22]1([CH2:20][CH2:19][CH2:18][O:17][C:15]2[CH:14]=[CH:13][C:12]3[C:8]([C:5]4[CH:6]=[CH:7][C:2]([Br:1])=[CH:3][CH:4]=4)=[N:9][S:10][C:11]=3[CH:16]=2)[CH2:25][CH2:24][CH2:23]1. (2) Given the reactants [C:1]1([CH2:7][C:8](=[O:10])[CH3:9])[CH:6]=[CH:5][CH:4]=[CH:3][CH:2]=1, predict the reaction product. The product is: [C:1]1([CH2:7][C@@H:8]([OH:10])[CH3:9])[CH:6]=[CH:5][CH:4]=[CH:3][CH:2]=1. (3) Given the reactants [NH2:1][C:2]1[C:7]([NH2:8])=[CH:6][CH:5]=[CH:4][C:3]=1[OH:9].C([O-])([O-])=O.[K+].[K+].[CH2:16](Br)[C:17]1[CH:22]=[CH:21][CH:20]=[CH:19][CH:18]=1.[C:24](O)(=O)[CH2:25][CH3:26], predict the reaction product. The product is: [CH2:16]([O:9][C:3]1[C:2]2[NH:1][C:24]([CH2:25][CH3:26])=[N:8][C:7]=2[CH:6]=[CH:5][CH:4]=1)[C:17]1[CH:22]=[CH:21][CH:20]=[CH:19][CH:18]=1. (4) Given the reactants [H-].[Na+].[Cl:3][C:4]1[N:9]=[C:8]([C:10]2[C:18]3[C:13](=[CH:14][CH:15]=[CH:16][CH:17]=3)[NH:12][CH:11]=2)[CH:7]=[CH:6][N:5]=1.[CH3:19]I, predict the reaction product. The product is: [Cl:3][C:4]1[N:9]=[C:8]([C:10]2[C:18]3[C:13](=[CH:14][CH:15]=[CH:16][CH:17]=3)[N:12]([CH3:19])[CH:11]=2)[CH:7]=[CH:6][N:5]=1. (5) Given the reactants [O:1]=[C:2]1[CH2:27][CH2:26][C@@:25]2([CH3:28])[C:4]([CH2:5][CH2:6][C@@H:7]3[C@@H:24]2[CH2:23][CH2:22][C@@:21]2([CH3:29])[C@H:8]3[CH2:9][CH2:10][C@@H:11]2[C@H:12]([CH3:20])[CH:13]=[CH:14][C:15]([O:17]CC)=[O:16])=[CH:3]1.[OH-].[K+], predict the reaction product. The product is: [O:1]=[C:2]1[CH2:27][CH2:26][C@@:25]2([CH3:28])[C@H:4]([CH2:5][CH2:6][C@@H:7]3[C@@H:24]2[CH2:23][CH2:22][C@@:21]2([CH3:29])[C@H:8]3[CH2:9][CH2:10][C@@H:11]2[C@H:12]([CH3:20])[CH2:13][CH2:14][C:15]([OH:17])=[O:16])[CH2:3]1. (6) The product is: [C:1]([C:5]1[CH:6]=[CH:7][C:8]([NH2:11])=[N:9][CH:10]=1)([CH3:4])([CH3:2])[CH3:3]. Given the reactants [C:1]([C:5]1[CH:6]=[CH:7][C:8]([NH:11]C(=O)OC(C)(C)C)=[N:9][CH:10]=1)([CH3:4])([CH3:3])[CH3:2].FC(F)(F)C(O)=O, predict the reaction product.